Dataset: Catalyst prediction with 721,799 reactions and 888 catalyst types from USPTO. Task: Predict which catalyst facilitates the given reaction. Reactant: C(O[C:6]([NH:8][NH:9][CH:10]1[CH2:14][CH2:13][CH2:12][CH2:11]1)=O)(C)(C)C.Cl.[C:16]([C:19](=CN(C)C)[C:20]([O:22][CH2:23][CH3:24])=[O:21])(=O)[CH3:17]. Product: [CH:10]1([N:9]2[C:16]([CH3:17])=[C:19]([C:20]([O:22][CH2:23][CH3:24])=[O:21])[CH:6]=[N:8]2)[CH2:11][CH2:12][CH2:13][CH2:14]1. The catalyst class is: 8.